This data is from Forward reaction prediction with 1.9M reactions from USPTO patents (1976-2016). The task is: Predict the product of the given reaction. (1) Given the reactants [NH2:1][C:2]1[CH:3]=[C:4]([S:10]([N:13]2[C:21]3[C:16](=[CH:17][C:18]([O:22][CH3:23])=[CH:19][CH:20]=3)[C:15]([CH3:24])=[CH:14]2)(=[O:12])=[O:11])[CH:5]=[CH:6][C:7]=1[O:8][CH3:9].CN(C=O)C.Cl.[CH3:31][N:32]([CH3:36])[CH2:33][CH2:34]Cl, predict the reaction product. The product is: [CH3:9][O:8][C:7]1[CH:6]=[CH:5][C:4]([S:10]([N:13]2[C:21]3[C:16](=[CH:17][C:18]([O:22][CH3:23])=[CH:19][CH:20]=3)[C:15]([CH3:24])=[CH:14]2)(=[O:11])=[O:12])=[CH:3][C:2]=1[NH:1][CH2:34][CH2:33][N:32]([CH3:36])[CH3:31]. (2) Given the reactants C([O:8][C:9]1[CH:18]=[CH:17][C:16]([CH:19]([OH:40])[CH2:20][NH:21][C:22]([CH3:39])([CH3:38])[CH2:23][CH2:24][N:25]2[CH:29]=[CH:28][N:27]([C:30]3[CH:35]=[CH:34][C:33]([O:36][CH3:37])=[CH:32][CH:31]=3)[CH2:26]2)=[CH:15][C:10]=1[C:11](OC)=[O:12])C1C=CC=CC=1.C(OC1C=CC(C(=O)C(OCC)O)=CC=1C(OC)=O)C1C=CC=CC=1.COC1C=CC(N2C=CN(CCC(N)(C)C)C2)=CC=1.[BH4-].[Na+].Cl, predict the reaction product. The product is: [OH:40][CH:19]([C:16]1[CH:17]=[CH:18][C:9]([OH:8])=[C:10]([CH2:11][OH:12])[CH:15]=1)[CH2:20][NH:21][C:22]([CH3:39])([CH3:38])[CH2:23][CH2:24][N:25]1[CH:29]=[CH:28][N:27]([C:30]2[CH:31]=[CH:32][C:33]([O:36][CH3:37])=[CH:34][CH:35]=2)[CH2:26]1. (3) Given the reactants [CH3:1][O:2][C:3]1[CH:8]=[CH:7][C:6]([C:9]2[N:10]=[C:11]([NH2:24])[S:12][C:13]=2[CH2:14][C:15]2[CH:20]=[CH:19][C:18]([N+:21]([O-:23])=[O:22])=[CH:17][CH:16]=2)=[CH:5][CH:4]=1.[F:25][C:26]1[CH:34]=[CH:33][C:29]([C:30](Cl)=[O:31])=[CH:28][CH:27]=1, predict the reaction product. The product is: [F:25][C:26]1[CH:34]=[CH:33][C:29]([C:30]([NH:24][C:11]2[S:12][C:13]([CH2:14][C:15]3[CH:20]=[CH:19][C:18]([N+:21]([O-:23])=[O:22])=[CH:17][CH:16]=3)=[C:9]([C:6]3[CH:7]=[CH:8][C:3]([O:2][CH3:1])=[CH:4][CH:5]=3)[N:10]=2)=[O:31])=[CH:28][CH:27]=1.